This data is from Catalyst prediction with 721,799 reactions and 888 catalyst types from USPTO. The task is: Predict which catalyst facilitates the given reaction. (1) The catalyst class is: 320. Reactant: [CH:1]([N:3]([CH2:12][C@@H:13]([CH2:41][CH2:42][CH2:43][CH3:44])[C:14]([N:16]1[C@H:20]([C:21]([NH:23][C:24]2[CH:29]=[CH:28][CH:27]=[CH:26][N+:25]=2[O-:30])=[O:22])[CH2:19][CH2:18][N:17]1C(OCC1C=CC=CC=1)=O)=[O:15])[O:4]CC1C=CC=CC=1)=[O:2]. Product: [CH:1]([N:3]([CH2:12][C@@H:13]([CH2:41][CH2:42][CH2:43][CH3:44])[C:14]([N:16]1[C@H:20]([C:21]([NH:23][C:24]2[CH:29]=[CH:28][CH:27]=[CH:26][N+:25]=2[O-:30])=[O:22])[CH2:19][CH2:18][NH:17]1)=[O:15])[OH:4])=[O:2]. (2) Product: [CH3:20][O:21][C:22]([CH:24]1[CH2:29][CH2:28][CH2:27][CH2:26][N:25]1[C:2](=[O:6])[CH:3]([S:4][CH2:5][P:42]([O:43][CH2:44][CH3:45])([O:41][CH2:39][CH3:40])=[O:46])[CH2:15][C:16]([OH:18])=[O:17])=[O:23]. Reactant: O=[C:2]1[O:6][C:5](C(F)(F)F)(C(F)(F)F)[S:4][CH:3]1[CH2:15][C:16]([OH:18])=[O:17].Cl.[CH3:20][O:21][C:22]([CH:24]1[CH2:29][CH2:28][CH2:27][CH2:26][NH:25]1)=[O:23].CCN(C(C)C)C(C)C.[CH2:39]([O:41][P:42](CI)(=[O:46])[O:43][CH2:44][CH3:45])[CH3:40].C([O-])(O)=O.[Na+]. The catalyst class is: 3.